From a dataset of Full USPTO retrosynthesis dataset with 1.9M reactions from patents (1976-2016). Predict the reactants needed to synthesize the given product. (1) Given the product [CH3:3][C:4]([C:15]1[CH:20]=[CH:19][C:18]([N:21]2[CH2:22][CH2:23][N:24]([CH3:1])[CH2:25][CH2:26]2)=[CH:17][CH:16]=1)([C:5]([O:7][CH2:8][CH3:9])=[O:6])[C:10]([O:12][CH2:13][CH3:14])=[O:11], predict the reactants needed to synthesize it. The reactants are: [CH2:1]=O.[CH3:3][C:4]([C:15]1[CH:20]=[CH:19][C:18]([N:21]2[CH2:26][CH2:25][NH:24][CH2:23][CH2:22]2)=[CH:17][CH:16]=1)([C:10]([O:12][CH2:13][CH3:14])=[O:11])[C:5]([O:7][CH2:8][CH3:9])=[O:6]. (2) Given the product [O:1]=[C:2]1[C:10](=[O:14])[C:9]2[C:4](=[CH:5][C:6]([C:11]#[N:12])=[CH:7][CH:8]=2)[NH:3]1, predict the reactants needed to synthesize it. The reactants are: [O:1]=[C:2]1[CH2:10][C:9]2[C:4](=[CH:5][C:6]([C:11]#[N:12])=[CH:7][CH:8]=2)[NH:3]1.[Se](=O)=[O:14].